Dataset: Peptide-MHC class II binding affinity with 134,281 pairs from IEDB. Task: Regression. Given a peptide amino acid sequence and an MHC pseudo amino acid sequence, predict their binding affinity value. This is MHC class II binding data. (1) The MHC is HLA-DPA10103-DPB10301 with pseudo-sequence HLA-DPA10103-DPB10301. The binding affinity (normalized) is 0.784. The peptide sequence is AFKVAATAANAAPAK. (2) The peptide sequence is IPMYSIITPNVLRLESEET. The MHC is DRB1_0101 with pseudo-sequence DRB1_0101. The binding affinity (normalized) is 0.738. (3) The peptide sequence is ISTNIRQAGVQYSRA. The MHC is DRB3_0101 with pseudo-sequence DRB3_0101. The binding affinity (normalized) is 0.252. (4) The peptide sequence is IGHHVELQHIILNAS. The MHC is DRB1_0101 with pseudo-sequence DRB1_0101. The binding affinity (normalized) is 0.757. (5) The peptide sequence is IRAWVAWRAHCQNRD. The MHC is H-2-IEd with pseudo-sequence H-2-IEd. The binding affinity (normalized) is 0.568. (6) The peptide sequence is IKSDKPLKGPFNFRF. The MHC is DRB1_1602 with pseudo-sequence DRB1_1602. The binding affinity (normalized) is 0.365. (7) The peptide sequence is GVAQGGVFHTMWHVT. The MHC is DRB1_0901 with pseudo-sequence DRB1_0901. The binding affinity (normalized) is 0.611. (8) The peptide sequence is AEDVIPEGWKADTSY. The MHC is HLA-DPA10103-DPB10201 with pseudo-sequence HLA-DPA10103-DPB10201. The binding affinity (normalized) is 0.172. (9) The peptide sequence is WLWYIKIFIMIVGGLIG. The MHC is DRB3_0101 with pseudo-sequence DRB3_0101. The binding affinity (normalized) is 0.396.